From a dataset of Forward reaction prediction with 1.9M reactions from USPTO patents (1976-2016). Predict the product of the given reaction. (1) Given the reactants [CH3:1][O:2][C:3]([C:5]1[S:6][CH:7]=[C:8]([Br:11])[C:9]=1[OH:10])=[O:4].[C:12](=O)([O-])[O-].[K+].[K+].IC, predict the reaction product. The product is: [CH3:1][O:2][C:3]([C:5]1[S:6][CH:7]=[C:8]([Br:11])[C:9]=1[O:10][CH3:12])=[O:4]. (2) Given the reactants [N:1]1[CH:6]=[CH:5][CH:4]=[CH:3][C:2]=1[C:7]1[O:8][C:9]2[CH2:10][CH2:11][N:12]([C:17]3[CH:18]=[C:19]([CH:22]=[CH:23][CH:24]=3)[C:20]#[N:21])[CH2:13][CH2:14][C:15]=2[N:16]=1.BrC1C=C(C=C([F:34])C=1)C#N, predict the reaction product. The product is: [F:34][C:23]1[CH:22]=[C:19]([CH:18]=[C:17]([N:12]2[CH2:11][CH2:10][C:9]3[O:8][C:7]([C:2]4[CH:3]=[CH:4][CH:5]=[CH:6][N:1]=4)=[N:16][C:15]=3[CH2:14][CH2:13]2)[CH:24]=1)[C:20]#[N:21]. (3) The product is: [CH3:18][O:17][C:7]1[CH:8]=[C:9]2[C:14](=[CH:15][C:6]=1[O:5][CH2:4][CH2:3][CH2:2][N:19]1[CH2:23][CH2:22][CH2:21][CH2:20]1)[NH:13][CH:12]=[CH:11][C:10]2=[O:16]. Given the reactants Cl[CH2:2][CH2:3][CH2:4][O:5][C:6]1[CH:15]=[C:14]2[C:9]([C:10](=[O:16])[CH:11]=[CH:12][NH:13]2)=[CH:8][C:7]=1[O:17][CH3:18].[NH:19]1[CH2:23][CH2:22][CH2:21][CH2:20]1, predict the reaction product.